From a dataset of Full USPTO retrosynthesis dataset with 1.9M reactions from patents (1976-2016). Predict the reactants needed to synthesize the given product. (1) Given the product [CH2:1]([O:8][C:9]1[CH:14]=[C:13]([CH2:15][CH3:16])[CH:12]=[CH:11][C:10]=1[O:17][C:34]1[CH:33]=[CH:32][C:31]([C:36](=[O:38])[CH3:37])=[CH:30][C:29]=1[F:28])[C:2]1[CH:7]=[CH:6][CH:5]=[CH:4][CH:3]=1, predict the reactants needed to synthesize it. The reactants are: [CH2:1]([O:8][C:9]1[CH:14]=[C:13]([CH2:15][CH3:16])[CH:12]=[CH:11][C:10]=1[OH:17])[C:2]1[CH:7]=[CH:6][CH:5]=[CH:4][CH:3]=1.FC1C([N+]([O-])=O)=NC=CC=1.[F:28][C:29]1[CH:30]=[C:31]([C:36](=[O:38])[CH3:37])[CH:32]=[CH:33][C:34]=1F. (2) Given the product [Br:13][C:4]1[CH:5]=[C:6]([NH:9][C:10](=[O:12])[CH3:11])[CH:7]=[CH:8][C:3]=1[O:2][CH3:1], predict the reactants needed to synthesize it. The reactants are: [CH3:1][O:2][C:3]1[CH:8]=[CH:7][C:6]([NH:9][C:10](=[O:12])[CH3:11])=[CH:5][CH:4]=1.[Br:13]Br. (3) Given the product [N:13]1([C:2]2[CH:3]=[C:4]([CH2:8][C:9]([OH:11])=[O:10])[CH:5]=[N:6][CH:7]=2)[CH:17]=[N:16][N:15]=[N:14]1, predict the reactants needed to synthesize it. The reactants are: Br[C:2]1[CH:3]=[C:4]([CH2:8][C:9]([O:11]C)=[O:10])[CH:5]=[N:6][CH:7]=1.[N:13]1(C2C=C(CC(O)=O)C=CN=2)[CH:17]=[N:16][N:15]=[N:14]1.